From a dataset of Full USPTO retrosynthesis dataset with 1.9M reactions from patents (1976-2016). Predict the reactants needed to synthesize the given product. (1) Given the product [C:1]([C:5]1[CH:6]=[C:7]([C:11]2[NH:32][C:31]3[C:26]([N:13]=2)=[N:27][C:28]([C:35]2[CH:40]=[CH:39][CH:38]=[CH:37][C:36]=2[C:41]([F:43])([F:42])[F:44])=[CH:29][CH:30]=3)[N:8]([CH3:10])[N:9]=1)([CH3:3])([CH3:4])[CH3:2], predict the reactants needed to synthesize it. The reactants are: [C:1]([C:5]1[CH:6]=[C:7]([C:11]([N:13]([C:26]2[C:31]([N+:32]([O-])=O)=[CH:30][CH:29]=[C:28]([C:35]3[CH:40]=[CH:39][CH:38]=[CH:37][C:36]=3[C:41]([F:44])([F:43])[F:42])[N:27]=2)C(C2N(C)N=C(C(C)(C)C)C=2)=O)=O)[N:8]([CH3:10])[N:9]=1)([CH3:4])([CH3:3])[CH3:2]. (2) Given the product [CH3:1][C:2]1[CH:7]=[CH:6][C:5]([C:8]2[O:9][C:10]([CH3:22])=[C:11]([CH2:13][O:14][C@@H:15]3[CH2:20][CH2:19][CH2:18][C@H:17]([OH:21])[CH2:16]3)[N:12]=2)=[CH:4][CH:3]=1, predict the reactants needed to synthesize it. The reactants are: [CH3:1][C:2]1[CH:7]=[CH:6][C:5]([C:8]2[O:9][C:10]([CH3:22])=[C:11]([CH2:13][O:14][CH:15]3[CH2:20][CH2:19][CH2:18][CH:17]([OH:21])[CH2:16]3)[N:12]=2)=[CH:4][CH:3]=1. (3) Given the product [CH3:11][O:12][C:13]1[CH:18]=[C:17]([C:2]2[CH:10]=[CH:9][CH:8]=[C:7]3[C:3]=2[CH:4]=[CH:5][NH:6]3)[CH:16]=[CH:15][CH:14]=1, predict the reactants needed to synthesize it. The reactants are: Br[C:2]1[CH:10]=[CH:9][CH:8]=[C:7]2[C:3]=1[CH:4]=[CH:5][NH:6]2.[CH3:11][O:12][C:13]1[CH:14]=[C:15](B(O)O)[CH:16]=[CH:17][CH:18]=1.[OH-].[Na+]. (4) The reactants are: Cl[C:2]1[N:7]=[C:6]([C:8]2[CH:13]=[C:12]([C:14]3[CH:19]=[CH:18][C:17]([C:20]([F:23])([F:22])[F:21])=[CH:16][CH:15]=3)[CH:11]=[C:10]([CH3:24])[N:9]=2)[CH:5]=[CH:4][N:3]=1.[NH2:25][S:26]([C:29]1[CH:34]=[CH:33][C:32](B(O)O)=[CH:31][CH:30]=1)(=[O:28])=[O:27]. Given the product [CH3:24][C:10]1[N:9]=[C:8]([C:6]2[CH:5]=[CH:4][N:3]=[C:2]([C:32]3[CH:33]=[CH:34][C:29]([S:26]([NH2:25])(=[O:28])=[O:27])=[CH:30][CH:31]=3)[N:7]=2)[CH:13]=[C:12]([C:14]2[CH:19]=[CH:18][C:17]([C:20]([F:23])([F:22])[F:21])=[CH:16][CH:15]=2)[CH:11]=1, predict the reactants needed to synthesize it. (5) Given the product [Cl:1][C:2]1[CH:3]=[CH:4][C:5]([CH2:6][N:7]([CH3:18])[C:8](=[O:17])[CH:9]([C:10]2[CH:15]=[CH:14][C:13]([F:16])=[CH:12][CH:11]=2)[CH2:26][CH:25]=[O:24])=[CH:19][CH:20]=1, predict the reactants needed to synthesize it. The reactants are: [Cl:1][C:2]1[CH:20]=[CH:19][C:5]([CH2:6][N:7]([CH3:18])[C:8](=[O:17])[CH2:9][C:10]2[CH:15]=[CH:14][C:13]([F:16])=[CH:12][CH:11]=2)=[CH:4][CH:3]=1.[H-].[Na+].C[O:24][CH:25](OC)[CH2:26]Br.